This data is from Reaction yield outcomes from USPTO patents with 853,638 reactions. The task is: Predict the reaction yield, written as a fraction of the theoretical maximum amount of product (1.0 means a 100% yield; for example, 0.34 means a 34% yield). (1) The reactants are [CH3:1][O:2][C:3](=[O:16])[CH:4]([NH:8][C:9]([O:11][C:12]([CH3:15])([CH3:14])[CH3:13])=[O:10])[CH2:5][CH:6]=[CH2:7].[CH3:17][C:18]1[CH:27]=[C:26]([CH2:28][O:29][C:30]2[CH:38]=[CH:37][C:33]([CH:34]=[N:35][OH:36])=[CH:32][CH:31]=2)[C:25]2[C:20](=[CH:21][CH:22]=[CH:23][CH:24]=2)[N:19]=1. No catalyst specified. The product is [CH3:1][O:2][C:3](=[O:16])[CH:4]([NH:8][C:9]([O:11][C:12]([CH3:15])([CH3:14])[CH3:13])=[O:10])[CH2:5][CH:6]1[O:36][N:35]=[C:34]([C:33]2[CH:32]=[CH:31][C:30]([O:29][CH2:28][C:26]3[C:25]4[C:20](=[CH:21][CH:22]=[CH:23][CH:24]=4)[N:19]=[C:18]([CH3:17])[CH:27]=3)=[CH:38][CH:37]=2)[CH2:7]1. The yield is 0.650. (2) The catalyst is C(OCC)(=O)C. The yield is 0.500. The product is [Br:12][C:6]1[CH:7]=[C:8]([N+:9]([O-:11])=[O:10])[C:2]([F:1])=[CH:3][C:4]=1[NH2:5]. The reactants are [F:1][C:2]1[CH:3]=[C:4]([CH:6]=[CH:7][C:8]=1[N+:9]([O-:11])=[O:10])[NH2:5].[Br:12]N1C(=O)CCC1=O. (3) The reactants are C[O:2][C:3]1[CH:8]=[CH:7][C:6]([S:9]([NH:12][C:13]2[CH:18]=[CH:17][CH:16]=[C:15]([C:19]3[C:27]4[C:26]([NH:28][C@H:29]([C:31]5[N:36]([C:37]6[CH:42]=[CH:41][CH:40]=[CH:39][CH:38]=6)[C:35](=[O:43])[C:34]6=[C:44]([CH3:47])[CH:45]=[CH:46][N:33]6[N:32]=5)[CH3:30])=[N:25][CH:24]=[N:23][C:22]=4[N:21](COCC[Si](C)(C)C)[CH:20]=3)[CH:14]=2)(=[O:11])=[O:10])=[CH:5][CH:4]=1.B(Br)(Br)Br.N. The catalyst is ClCCl. The product is [OH:2][C:3]1[CH:4]=[CH:5][C:6]([S:9]([NH:12][C:13]2[CH:18]=[CH:17][CH:16]=[C:15]([C:19]3[C:27]4[C:26]([NH:28][C@H:29]([C:31]5[N:36]([C:37]6[CH:42]=[CH:41][CH:40]=[CH:39][CH:38]=6)[C:35](=[O:43])[C:34]6=[C:44]([CH3:47])[CH:45]=[CH:46][N:33]6[N:32]=5)[CH3:30])=[N:25][CH:24]=[N:23][C:22]=4[NH:21][CH:20]=3)[CH:14]=2)(=[O:11])=[O:10])=[CH:7][CH:8]=1. The yield is 0.720. (4) The catalyst is CC([O-])=O.CC([O-])=O.[Pd+2]. The reactants are [CH3:1][O:2][C:3]([C:5]1[CH:6]=[C:7]([C:12]2[CH:17]=[CH:16][C:15]([CH3:18])=[CH:14][CH:13]=2)[CH:8]=[C:9](I)[CH:10]=1)=[O:4].[CH2:19]([NH2:21])[CH3:20].C1CCN2C(=NCCC2)CC1.C1C[O:36][CH2:35]C1. The yield is 0.500. The product is [CH3:1][O:2][C:3]([C:5]1[CH:6]=[C:7]([C:12]2[CH:17]=[CH:16][C:15]([CH3:18])=[CH:14][CH:13]=2)[CH:8]=[C:9]([C:35](=[O:36])[NH:21][CH2:19][CH3:20])[CH:10]=1)=[O:4]. (5) The reactants are [NH:1]1[CH2:5][CH2:4][CH2:3][CH2:2]1.[CH3:6][O:7][C@@H:8]1[CH2:16][N:15]2[C@H:10]([CH2:11][C:12](=O)[CH2:13][C:14]2=[O:17])[CH2:9]1. The catalyst is C(O)C. The product is [CH3:6][O:7][C@@H:8]1[CH2:16][N:15]2[C@@H:10]([CH2:11][C:12]([N:1]3[CH2:5][CH2:4][CH2:3][CH2:2]3)=[CH:13][C:14]2=[O:17])[CH2:9]1. The yield is 0.980. (6) The reactants are C([N:8]1[CH2:12][CH2:11][C@@H:10]([O:13][CH:14]([C:22]2[CH:27]=[CH:26][C:25]([Cl:28])=[CH:24][CH:23]=2)[C:15]2[CH:20]=[CH:19][C:18]([Cl:21])=[CH:17][CH:16]=2)[CH2:9]1)C1C=CC=CC=1.ClC(OC(Cl)C)=O. The catalyst is ClCCCl. The product is [Cl:21][C:18]1[CH:19]=[CH:20][C:15]([CH:14]([O:13][C@@H:10]2[CH2:11][CH2:12][NH:8][CH2:9]2)[C:22]2[CH:23]=[CH:24][C:25]([Cl:28])=[CH:26][CH:27]=2)=[CH:16][CH:17]=1. The yield is 0.460. (7) The reactants are O.[OH-].[Li+].[CH2:4]([C:6]1[CH:11]=[CH:10][CH:9]=[CH:8][C:7]=1[C:12]1[CH:17]=[CH:16][C:15]([C:18]([O:20]C)=[O:19])=[CH:14][C:13]=1[CH2:22][O:23][CH3:24])[CH3:5]. The catalyst is C1COCC1.O. The product is [CH2:4]([C:6]1[CH:11]=[CH:10][CH:9]=[CH:8][C:7]=1[C:12]1[CH:17]=[CH:16][C:15]([C:18]([OH:20])=[O:19])=[CH:14][C:13]=1[CH2:22][O:23][CH3:24])[CH3:5]. The yield is 0.800. (8) The reactants are [CH2:1]([C@@H:5]1[NH:10][CH2:9][C@H:8]([CH2:11][S:12][CH3:13])[NH:7][C:6]1=[O:14])[CH:2]([CH3:4])[CH3:3].[Cl:15][C:16]1[CH:21]=[CH:20][C:19]([C:22]2[O:26][N:25]=[C:24]([CH:27]=O)[CH:23]=2)=[CH:18][CH:17]=1.C([C@@H]1N(CC2C=C(C3C=CC=CC=3)ON=2)C[C@H](CC(C)C)NC1=O)C(C)C. The yield is 0.500. No catalyst specified. The product is [Cl:15][C:16]1[CH:17]=[CH:18][C:19]([C:22]2[O:26][N:25]=[C:24]([CH2:27][N:10]3[CH2:9][C@H:8]([CH2:11][S:12][CH3:13])[NH:7][C:6](=[O:14])[C@@H:5]3[CH2:1][CH:2]([CH3:4])[CH3:3])[CH:23]=2)=[CH:20][CH:21]=1.